From a dataset of Forward reaction prediction with 1.9M reactions from USPTO patents (1976-2016). Predict the product of the given reaction. (1) The product is: [Br:1][C:2]1[C:3]([F:16])=[CH:4][CH:5]=[C:6]2[C:11]=1[N:10]=[C:9]([Cl:19])[N:8]([CH2:13][CH3:14])[C:7]2=[O:15]. Given the reactants [Br:1][C:2]1[C:3]([F:16])=[CH:4][CH:5]=[C:6]2[C:11]=1[NH:10][C:9](=O)[N:8]([CH2:13][CH3:14])[C:7]2=[O:15].P(Cl)(Cl)([Cl:19])=O.CCN(C(C)C)C(C)C.[OH-].[Na+], predict the reaction product. (2) Given the reactants Cl.[CH2:2]([C:6]1([N:26]([CH3:28])[CH3:27])[CH2:11][CH2:10][CH:9]([CH:12]([O:20]C(OCC)C)[CH2:13][C:14]2[CH:19]=[CH:18][CH:17]=[CH:16][CH:15]=2)[CH2:8][CH2:7]1)[CH2:3][CH2:4][CH3:5], predict the reaction product. The product is: [CH2:2]([C:6]1([N:26]([CH3:27])[CH3:28])[CH2:11][CH2:10][CH:9]([CH:12]([OH:20])[CH2:13][C:14]2[CH:19]=[CH:18][CH:17]=[CH:16][CH:15]=2)[CH2:8][CH2:7]1)[CH2:3][CH2:4][CH3:5]. (3) Given the reactants C(OC([NH:11][C:12]1([PH:20]([NH:22][C:23](=[O:27])[CH2:24][CH2:25][CH3:26])=[O:21])[CH2:17][CH2:16][CH2:15][N:14]([NH2:18])[C:13]1=[O:19])=O)C1C=CC=CC=1, predict the reaction product. The product is: [NH2:11][C:12]1([PH:20]([NH:22][C:23](=[O:27])[CH2:24][CH2:25][CH3:26])=[O:21])[CH2:17][CH2:16][CH2:15][N:14]([NH2:18])[C:13]1=[O:19]. (4) The product is: [CH:1]1([CH2:4][O:5][C:6]2[N:11]=[C:10]([C:12]([N:25]3[CH:26]([C:28]([NH2:30])=[O:29])[CH2:27][S:23](=[O:31])(=[O:22])[CH2:24]3)=[O:14])[CH:9]=[CH:8][C:7]=2[N:15]2[CH2:18][C:17]([F:20])([F:19])[CH2:16]2)[CH2:2][CH2:3]1. Given the reactants [CH:1]1([CH2:4][O:5][C:6]2[N:11]=[C:10]([C:12]([OH:14])=O)[CH:9]=[CH:8][C:7]=2[N:15]2[CH2:18][C:17]([F:20])([F:19])[CH2:16]2)[CH2:3][CH2:2]1.Cl.[O:22]=[S:23]1(=[O:31])[CH2:27][CH:26]([C:28]([NH2:30])=[O:29])[NH:25][CH2:24]1.F[B-](F)(F)F.BrC1C=CC=C[N+]=1CC.CCN(C(C)C)C(C)C, predict the reaction product. (5) Given the reactants [OH:1][CH:2]1[CH2:7][CH2:6][N:5]([C:8]([O:10][C:11]([CH3:14])([CH3:13])[CH3:12])=[O:9])[CH2:4][CH2:3]1.N1C=CN=C1.[Si:20](Cl)([C:33]([CH3:36])([CH3:35])[CH3:34])([C:27]1[CH:32]=[CH:31][CH:30]=[CH:29][CH:28]=1)[C:21]1[CH:26]=[CH:25][CH:24]=[CH:23][CH:22]=1.O, predict the reaction product. The product is: [Si:20]([O:1][CH:2]1[CH2:3][CH2:4][N:5]([C:8]([O:10][C:11]([CH3:14])([CH3:13])[CH3:12])=[O:9])[CH2:6][CH2:7]1)([C:33]([CH3:36])([CH3:35])[CH3:34])([C:27]1[CH:28]=[CH:29][CH:30]=[CH:31][CH:32]=1)[C:21]1[CH:26]=[CH:25][CH:24]=[CH:23][CH:22]=1. (6) Given the reactants [CH2:1]([N:4]1[C:8]2[CH:9]=[CH:10][C:11]([C:13]([OH:15])=O)=[CH:12][C:7]=2[N:6]=[C:5]1[C:16]1[CH:17]=[CH:18][C:19]2[N:20]([CH2:29][CH3:30])[C:21]3[C:26]([C:27]=2[CH:28]=1)=[CH:25][CH:24]=[CH:23][CH:22]=3)[CH:2]=[CH2:3].F[B-](F)(F)F.[N:36]1(OC(N(C)C)=[N+](C)C)[C:40]2C=CC=CC=2N=[CH:37]1.CNC, predict the reaction product. The product is: [CH2:1]([N:4]1[C:8]2[CH:9]=[CH:10][C:11]([C:13]([N:36]([CH3:40])[CH3:37])=[O:15])=[CH:12][C:7]=2[N:6]=[C:5]1[C:16]1[CH:17]=[CH:18][C:19]2[N:20]([CH2:29][CH3:30])[C:21]3[C:26]([C:27]=2[CH:28]=1)=[CH:25][CH:24]=[CH:23][CH:22]=3)[CH:2]=[CH2:3]. (7) The product is: [NH2:1][C:4]1[CH:5]=[C:6]([CH:10]=[CH:11][C:12]=1[CH2:13][CH:16]([O:20][CH3:21])[O:15][CH3:14])[C:7]([NH2:9])=[O:8]. Given the reactants [N+:1]([C:4]1[CH:5]=[C:6]([CH:10]=[CH:11][C:12]=1[CH3:13])[C:7]([NH2:9])=[O:8])([O-])=O.[CH3:14][O:15][CH:16]([O:20][CH3:21])N(C)C.[H][H], predict the reaction product. (8) Given the reactants Br[C:2]1[N:7]=[C:6]([C:8]2([OH:12])[CH2:11][CH2:10][CH2:9]2)[CH:5]=[CH:4][CH:3]=1.C([Li])CCC.CCCCCC.[CH2:24]([Sn:28](Cl)([CH2:33][CH2:34][CH2:35][CH3:36])[CH2:29][CH2:30][CH2:31][CH3:32])[CH2:25][CH2:26][CH3:27].[Cl-].[NH4+], predict the reaction product. The product is: [CH2:33]([Sn:28]([CH2:24][CH2:25][CH2:26][CH3:27])([CH2:29][CH2:30][CH2:31][CH3:32])[C:2]1[N:7]=[C:6]([C:8]2([OH:12])[CH2:11][CH2:10][CH2:9]2)[CH:5]=[CH:4][CH:3]=1)[CH2:34][CH2:35][CH3:36].